Dataset: Reaction yield outcomes from USPTO patents with 853,638 reactions. Task: Predict the reaction yield, written as a fraction of the theoretical maximum amount of product (1.0 means a 100% yield; for example, 0.34 means a 34% yield). (1) The reactants are Br[C:2]1[C:7](=[O:8])[N:6]2[N:9]=[CH:10][C:11]([C:12]#[N:13])=[C:5]2[NH:4][C:3]=1[CH3:14].[O:15]1[CH:19]=[CH:18][CH:17]=[C:16]1B(O)O.C(=O)([O-])[O-].[Na+].[Na+].Cl. The catalyst is C(O)C.O.Cl[Pd](Cl)([P](C1C=CC=CC=1)(C1C=CC=CC=1)C1C=CC=CC=1)[P](C1C=CC=CC=1)(C1C=CC=CC=1)C1C=CC=CC=1. The product is [O:15]1[CH:19]=[CH:18][CH:17]=[C:16]1[C:2]1[C:7](=[O:8])[N:6]2[N:9]=[CH:10][C:11]([C:12]#[N:13])=[C:5]2[NH:4][C:3]=1[CH3:14]. The yield is 0.112. (2) The reactants are [Br:1][C:2]1[CH:3]=[CH:4][C:5]([F:18])=[C:6]([C:8]2([NH:13][C:14](=[O:17])[CH2:15]Cl)[CH2:10][CH:9]2[CH2:11][OH:12])[CH:7]=1.CC(C)([O-])C.[K+].Cl. The catalyst is C(O)(C)(C)C. The product is [Br:1][C:2]1[CH:3]=[CH:4][C:5]([F:18])=[C:6]([C:8]23[CH2:10][CH:9]2[CH2:11][O:12][CH2:15][C:14](=[O:17])[NH:13]3)[CH:7]=1. The yield is 0.920. (3) The reactants are [F:1][C:2]1[CH:3]=[CH:4][C:5]([O:9][C:10]2[CH:15]=[CH:14][CH:13]=[CH:12][CH:11]=2)=[C:6]([NH2:8])[CH:7]=1.[CH3:16][O:17][C:18]1[CH:19]=[CH:20][C:21]([O:26][CH2:27][CH2:28][O:29][S:30]([C:33]2[CH:39]=[CH:38][C:36]([CH3:37])=[CH:35][CH:34]=2)(=[O:32])=[O:31])=[C:22]([CH:25]=1)[CH:23]=O. The catalyst is ClC(Cl)C.O. The product is [F:1][C:2]1[CH:3]=[CH:4][C:5]([O:9][C:10]2[CH:15]=[CH:14][CH:13]=[CH:12][CH:11]=2)=[C:6]([NH:8][CH2:23][C:22]2[CH:25]=[C:18]([O:17][CH3:16])[CH:19]=[CH:20][C:21]=2[O:26][CH2:27][CH2:28][O:29][S:30]([C:33]2[CH:34]=[CH:35][C:36]([CH3:37])=[CH:38][CH:39]=2)(=[O:32])=[O:31])[CH:7]=1. The yield is 0.710. (4) The reactants are Br[C:2]1[CH:7]=[CH:6][C:5]([CH2:8][OH:9])=[CH:4][CH:3]=1.[CH3:10][C:11]1[CH:16]=[CH:15][CH:14]=[C:13]([CH3:17])[C:12]=1B(O)O.C(=O)([O-])[O-].[Na+].[Na+].O. The catalyst is C1(C)C(CO)=CC=CC=1.O.C1C=CC([P]([Pd]([P](C2C=CC=CC=2)(C2C=CC=CC=2)C2C=CC=CC=2)([P](C2C=CC=CC=2)(C2C=CC=CC=2)C2C=CC=CC=2)[P](C2C=CC=CC=2)(C2C=CC=CC=2)C2C=CC=CC=2)(C2C=CC=CC=2)C2C=CC=CC=2)=CC=1. The product is [CH3:10][C:11]1[CH:16]=[CH:15][CH:14]=[C:13]([CH3:17])[C:12]=1[C:2]1[CH:7]=[CH:6][C:5]([CH2:8][OH:9])=[CH:4][CH:3]=1. The yield is 0.650. (5) The reactants are [OH:1][C:2]1[CH:7]=[CH:6][C:5]([S:8][CH2:9][CH2:10][CH2:11][C:12]([OH:14])=O)=[CH:4][CH:3]=1.[CH3:15][NH:16][CH2:17][C:18]1[CH:23]=[CH:22][CH:21]=[CH:20][C:19]=1[O:24][C:25]1[CH:30]=[CH:29][CH:28]=[CH:27][CH:26]=1. No catalyst specified. The product is [OH:1][C:2]1[CH:3]=[CH:4][C:5]([S:8][CH2:9][CH2:10][CH2:11][C:12]([N:16]([CH3:15])[CH2:17][C:18]2[CH:23]=[CH:22][CH:21]=[CH:20][C:19]=2[O:24][C:25]2[CH:30]=[CH:29][CH:28]=[CH:27][CH:26]=2)=[O:14])=[CH:6][CH:7]=1. The yield is 0.310.